From a dataset of Full USPTO retrosynthesis dataset with 1.9M reactions from patents (1976-2016). Predict the reactants needed to synthesize the given product. Given the product [CH3:7][C:6]1[CH:5]=[C:4]([C:13]([C:15]2[CH:20]=[CH:19][CH:18]=[CH:17][N:16]=2)=[O:24])[O:3][C:2]=1[CH3:1], predict the reactants needed to synthesize it. The reactants are: [CH3:1][C:2]1[O:3][CH:4]=[CH:5][C:6]=1[CH3:7].C([Li])CCC.[C:13]([C:15]1[CH:20]=[CH:19][CH:18]=[CH:17][N:16]=1)#N.Cl.C([O:24]CC)C.